From a dataset of Reaction yield outcomes from USPTO patents with 853,638 reactions. Predict the reaction yield, written as a fraction of the theoretical maximum amount of product (1.0 means a 100% yield; for example, 0.34 means a 34% yield). (1) The reactants are [CH:1]([C:3]([CH3:5])=[O:4])=[CH2:2].N12CCCN=C1CCCCC2.[C:17]([O:21][C:22](=[O:37])[NH:23][CH2:24][CH2:25][NH:26][C:27]1[O:28][C:29]2[CH:35]=[CH:34][C:33]([Cl:36])=[CH:32][C:30]=2[N:31]=1)([CH3:20])([CH3:19])[CH3:18].O. The catalyst is CN(C)C=O. The product is [C:17]([O:21][C:22](=[O:37])[NH:23][CH2:24][CH2:25][N:26]([C:27]1[O:28][C:29]2[CH:35]=[CH:34][C:33]([Cl:36])=[CH:32][C:30]=2[N:31]=1)[CH2:2][CH2:1][C:3](=[O:4])[CH3:5])([CH3:20])([CH3:18])[CH3:19]. The yield is 0.477. (2) The reactants are [CH:1]1[C:6]2=[CH:7][CH:8]=[C:9]3[C:14]([O:13][CH2:12][C:11]4[CH:15]=[C:16]([OH:19])[CH:17]=[CH:18][C:10]3=4)=[C:5]2[CH:4]=[CH:3][C:2]=1[OH:20].N1C=CC=CC=1.[S:27](O[S:27]([C:30]([F:33])([F:32])[F:31])(=[O:29])=[O:28])([C:30]([F:33])([F:32])[F:31])(=[O:29])=[O:28].[OH2:42]. The catalyst is C(Cl)Cl. The product is [F:31][C:30]([F:33])([F:32])[S:27]([O:19][C:16]1[CH:17]=[CH:18][C:10]2[C:9]3[C:14](=[C:5]4[CH:4]=[CH:3][C:2]([O:20][S:27]([C:30]([F:31])([F:32])[F:33])(=[O:28])=[O:29])=[CH:1][C:6]4=[CH:7][CH:8]=3)[O:13][CH2:12][C:11]=2[CH:15]=1)(=[O:28])=[O:42]. The yield is 0.590. (3) The reactants are [Br:1][C:2]1[CH:3]=[N:4][CH:5]=[CH:6][C:7]=1/[CH:8]=[C:9]1/[C:10](=[O:19])[C:11]2[C:16]([CH2:17]/1)=[CH:15][C:14]([CH3:18])=[CH:13][CH:12]=2. The catalyst is CCO.[Pt]. The product is [Br:1][C:2]1[CH:3]=[N:4][CH:5]=[CH:6][C:7]=1[CH2:8][CH:9]1[CH2:17][C:16]2[C:11](=[CH:12][CH:13]=[C:14]([CH3:18])[CH:15]=2)[C:10]1=[O:19]. The yield is 0.590. (4) The reactants are [F:1][C:2]1[CH:7]=[C:6]([OH:8])[CH:5]=[C:4]([F:9])[C:3]=1[C:10]1[N:15]=[C:14]([C:16]([O:18][CH3:19])=[O:17])[CH:13]=[CH:12][C:11]=1[F:20].[CH2:21](O)[CH3:22].C1(P(C2C=CC=CC=2)C2C=CC=CC=2)C=CC=CC=1. The catalyst is C1COCC1. The product is [CH2:21]([O:8][C:6]1[CH:5]=[C:4]([F:9])[C:3]([C:10]2[N:15]=[C:14]([C:16]([O:18][CH3:19])=[O:17])[CH:13]=[CH:12][C:11]=2[F:20])=[C:2]([F:1])[CH:7]=1)[CH3:22]. The yield is 0.990. (5) The reactants are [Si]([O:8][CH2:9][CH2:10][C:11]1([C:20]([O:22][CH2:23][CH3:24])=[O:21])[CH2:15][C:14]2([O:19]CCO2)[CH2:13][CH2:12]1)(C(C)(C)C)(C)C.[F-].C([N+](CCCC)(CCCC)CCCC)CCC.C1COCC1. The catalyst is O. The product is [CH2:23]1[O:22][C:20]2([C:11]3([CH2:12][CH2:13][C:14](=[O:19])[CH2:15]3)[CH2:10][CH2:9][O:8]2)[O:21][CH2:24]1. The yield is 0.770.